Dataset: Reaction yield outcomes from USPTO patents with 853,638 reactions. Task: Predict the reaction yield, written as a fraction of the theoretical maximum amount of product (1.0 means a 100% yield; for example, 0.34 means a 34% yield). (1) The reactants are [C:1]([C:5]1[CH:6]=[C:7]([NH2:17])[N:8]([C:10]2[CH:15]=[CH:14][C:13]([CH3:16])=[CH:12][CH:11]=2)[N:9]=1)([CH3:4])([CH3:3])[CH3:2].[OH-].[Na+].[Cl:20][C:21]([Cl:28])([Cl:27])[CH2:22][O:23][C:24](Cl)=[O:25]. The catalyst is O.C(OCC)(=O)C. The product is [Cl:20][C:21]([Cl:28])([Cl:27])[CH2:22][O:23][C:24](=[O:25])[NH:17][C:7]1[N:8]([C:10]2[CH:11]=[CH:12][C:13]([CH3:16])=[CH:14][CH:15]=2)[N:9]=[C:5]([C:1]([CH3:4])([CH3:3])[CH3:2])[CH:6]=1. The yield is 0.990. (2) The yield is 0.600. No catalyst specified. The reactants are COC1C=CC(C[NH:8][C:9]2[CH:10]=[CH:11][C:12]3[N:13]([CH:15]=[C:16]([CH3:18])[N:17]=3)[N:14]=2)=CC=1.C(O)(C(F)(F)F)=O. The product is [CH3:18][C:16]1[N:17]=[C:12]2[CH:11]=[CH:10][C:9]([NH2:8])=[N:14][N:13]2[CH:15]=1. (3) The reactants are [Br:1][C:2]1[CH:3]=[C:4]([CH2:8][CH2:9][C:10]2([C:17]3[CH:22]=[CH:21][CH:20]=[CH:19][CH:18]=3)[NH:14]C(=O)N[C:11]2=[O:16])[CH:5]=[CH:6][CH:7]=1.[OH-:23].[Na+]. The catalyst is C1COCC1.O.Cl. The product is [NH2:14][C:10]([C:17]1[CH:22]=[CH:21][CH:20]=[CH:19][CH:18]=1)([CH2:9][CH2:8][C:4]1[CH:5]=[CH:6][CH:7]=[C:2]([Br:1])[CH:3]=1)[C:11]([OH:23])=[O:16]. The yield is 1.00. (4) The reactants are [NH2:1][C:2]1[CH:7]=[C:6]([F:8])[C:5]([Cl:9])=[CH:4][C:3]=1[S:10]([NH2:13])(=[O:12])=[O:11].[Cl:14][C:15]1[CH:16]=[C:17](/[CH:22]=[CH:23]/[S:24](Cl)(=[O:26])=[O:25])[CH:18]=[CH:19][C:20]=1[Cl:21]. No catalyst specified. The product is [Cl:9][C:5]1[C:6]([F:8])=[CH:7][C:2]([NH:1][S:24](/[CH:23]=[CH:22]/[C:17]2[CH:18]=[CH:19][C:20]([Cl:21])=[C:15]([Cl:14])[CH:16]=2)(=[O:26])=[O:25])=[C:3]([S:10]([NH2:13])(=[O:12])=[O:11])[CH:4]=1. The yield is 0.400. (5) The reactants are [O:1]1[CH2:6][CH2:5][N:4]([C:7]([C:9]2[CH:17]=[CH:16][C:12]([C:13]([OH:15])=O)=[CH:11][CH:10]=2)=[O:8])[CH2:3][CH2:2]1.C(N1C=CN=C1)([N:20]1C=CN=C1)=O.N[C@H]1C[C:35]([N:37]2[CH2:42][CH2:41][N:40](C)[CH2:39][CH2:38]2)=COC1.[O:44]1[C:49]2[CH:50]=[CH:51][CH:52]=[CH:53][C:48]=2[CH:47]=[CH:46][CH2:45]1. The catalyst is CN(C)C=O. The product is [CH3:35][N:37]1[CH2:42][CH2:41][N:40]([C:53]2[C:48]3[CH2:47][C@H:46]([NH:20][C:13](=[O:15])[C:12]4[CH:11]=[CH:10][C:9]([C:7]([N:4]5[CH2:3][CH2:2][O:1][CH2:6][CH2:5]5)=[O:8])=[CH:17][CH:16]=4)[CH2:45][O:44][C:49]=3[CH:50]=[CH:51][CH:52]=2)[CH2:39][CH2:38]1. The yield is 0.530. (6) The reactants are Cl.[CH3:2][N:3](C)[CH2:4]CCN=C=NCC.[CH2:13]([O:20][C:21]1[CH:29]=[CH:28][C:24]([C:25](O)=[O:26])=[CH:23][C:22]=1[C:30]([NH:32][C:33]1[CH:38]=[C:37]([C:39]([F:42])([F:41])[F:40])[CH:36]=[C:35]([C:43]([F:46])([F:45])[F:44])[CH:34]=1)=[O:31])[C:14]1[CH:19]=[CH:18][CH:17]=[CH:16][CH:15]=1.Cl.CNC.C(N(CC)CC)C. The catalyst is O1CCCC1.O. The product is [CH2:13]([O:20][C:21]1[CH:29]=[CH:28][C:24]([C:25]([N:3]([CH3:4])[CH3:2])=[O:26])=[CH:23][C:22]=1[C:30]([NH:32][C:33]1[CH:38]=[C:37]([C:39]([F:42])([F:41])[F:40])[CH:36]=[C:35]([C:43]([F:46])([F:45])[F:44])[CH:34]=1)=[O:31])[C:14]1[CH:19]=[CH:18][CH:17]=[CH:16][CH:15]=1. The yield is 0.649. (7) The reactants are [CH2:1]([NH:4][C:5](=[O:9])[O:6][CH2:7][CH3:8])[C:2]#[CH:3].Cl[CH2:11][C:12]1[CH:13]=[N:14][CH:15]=[N:16][CH:17]=1.[OH-].[K+]. The catalyst is C1(C)C=CC=CC=1. The product is [CH2:1]([N:4]([CH2:11][C:12]1[CH:13]=[N:14][CH:15]=[N:16][CH:17]=1)[C:5](=[O:9])[O:6][CH2:7][CH3:8])[C:2]#[CH:3]. The yield is 0.140. (8) The reactants are [CH3:1][O:2][C:3]1[CH:8]=[CH:7][C:6]([NH2:9])=[CH:5][CH:4]=1.C(N(CC)CC)C.Cl[S:18]([C:21]1[CH:30]=[CH:29][C:24]([C:25]([O:27][CH3:28])=[O:26])=[CH:23][CH:22]=1)(=[O:20])=[O:19]. The catalyst is ClCCl. The product is [CH3:1][O:2][C:3]1[CH:8]=[CH:7][C:6]([NH:9][S:18]([C:21]2[CH:22]=[CH:23][C:24]([C:25]([O:27][CH3:28])=[O:26])=[CH:29][CH:30]=2)(=[O:20])=[O:19])=[CH:5][CH:4]=1. The yield is 0.300. (9) The reactants are [CH:1]([O:4][C:5]1[CH:10]=[CH:9][C:8]([S:11](Cl)(=[O:13])=[O:12])=[CH:7][CH:6]=1)([CH3:3])[CH3:2].[CH3:15][C:16]1[CH:20]=[C:19]([NH2:21])[N:18]([C:22]2[CH:31]=[CH:30][CH:29]=[C:28]3[C:23]=2[CH:24]=[CH:25][CH:26]=[N:27]3)[N:17]=1.C(=O)(O)[O-].[Na+]. The catalyst is N1C=CC=CC=1. The product is [CH:1]([O:4][C:5]1[CH:10]=[CH:9][C:8]([S:11]([NH:21][C:19]2[N:18]([C:22]3[CH:31]=[CH:30][CH:29]=[C:28]4[C:23]=3[CH:24]=[CH:25][CH:26]=[N:27]4)[N:17]=[C:16]([CH3:15])[CH:20]=2)(=[O:13])=[O:12])=[CH:7][CH:6]=1)([CH3:3])[CH3:2]. The yield is 0.0800. (10) The reactants are [CH3:1][O:2][C:3]1[C:8]2[O:9][CH2:10][O:11][C:7]=2[CH:6]=[C:5]([C:12](OC)=[O:13])[CH:4]=1.[H-].[H-].[H-].[H-].[Li+].[Al+3].O.[OH-].[Na+]. The catalyst is C1COCC1. The product is [CH3:1][O:2][C:3]1[C:8]2[O:9][CH2:10][O:11][C:7]=2[CH:6]=[C:5]([CH2:12][OH:13])[CH:4]=1. The yield is 0.520.